This data is from Reaction yield outcomes from USPTO patents with 853,638 reactions. The task is: Predict the reaction yield, written as a fraction of the theoretical maximum amount of product (1.0 means a 100% yield; for example, 0.34 means a 34% yield). (1) The reactants are CC1(C)C(C)(C)OB([C:9]2[CH:10]=[N:11][N:12]([CH2:14][O:15][CH2:16][CH2:17][Si:18]([CH3:21])([CH3:20])[CH3:19])[CH:13]=2)O1.[OH-:23].[Na+].OO. The catalyst is C1COCC1. The product is [CH3:19][Si:18]([CH3:21])([CH3:20])[CH2:17][CH2:16][O:15][CH2:14][N:12]1[CH:13]=[C:9]([OH:23])[CH:10]=[N:11]1. The yield is 0.670. (2) The reactants are Br[C:2]1[CH:3]=[C:4]2[C:8](=[CH:9][CH:10]=1)[N:7]([CH2:11][CH3:12])[CH:6]=[C:5]2[C:13]#[N:14].[S:15]1[CH:19]=[CH:18][C:17](B(O)O)=[CH:16]1.[F-].[Cs+]. The catalyst is C([O-])(O)=O.[Na+].Cl[Pd](Cl)([P](C1C=CC=CC=1)(C1C=CC=CC=1)C1C=CC=CC=1)[P](C1C=CC=CC=1)(C1C=CC=CC=1)C1C=CC=CC=1. The product is [CH2:11]([N:7]1[C:8]2[C:4](=[CH:3][C:2]([C:17]3[CH:18]=[CH:19][S:15][CH:16]=3)=[CH:10][CH:9]=2)[C:5]([C:13]#[N:14])=[CH:6]1)[CH3:12]. The yield is 0.250. (3) The reactants are FC(F)(F)C(O)=O.[Br:8][C:9]1[CH:14]=[CH:13][C:12]([N:15]2[CH2:20][CH2:19][CH2:18][C@@H:17]([NH:21]C(=O)OC(C)(C)C)[CH2:16]2)=[CH:11][CH:10]=1.[OH-].[Na+]. The catalyst is C(Cl)Cl. The product is [Br:8][C:9]1[CH:14]=[CH:13][C:12]([N:15]2[CH2:20][CH2:19][CH2:18][C@@H:17]([NH2:21])[CH2:16]2)=[CH:11][CH:10]=1. The yield is 1.00. (4) The reactants are Br[C:2]1[CH:9]=[C:8]([N:10]2[C:18]3[CH2:17][C:16]([CH3:20])([CH3:19])[CH2:15][C:14](=[O:21])[C:13]=3[C:12]([C:22]([F:25])([F:24])[F:23])=[N:11]2)[CH:7]=[CH:6][C:3]=1[C:4]#[N:5].[CH3:26][N:27]([CH3:40])[CH2:28][CH2:29][O:30][C:31]1[CH:32]=[C:33]([NH2:39])[CH:34]=[CH:35][C:36]=1[O:37][CH3:38].CC([O-:45])(C)C.[Na+].[OH-].[Na+].OO. The catalyst is C1(C)C=CC=CC=1.CC([O-])=O.CC([O-])=O.[Pd+2].C1C=CC(P(C2C=CC=CC=2)[C-]2C=CC=C2)=CC=1.C1C=CC(P(C2C=CC=CC=2)[C-]2C=CC=C2)=CC=1.[Fe+2]. The product is [CH3:40][N:27]([CH3:26])[CH2:28][CH2:29][O:30][C:31]1[CH:32]=[C:33]([NH:39][C:2]2[CH:9]=[C:8]([N:10]3[C:18]4[CH2:17][C:16]([CH3:20])([CH3:19])[CH2:15][C:14](=[O:21])[C:13]=4[C:12]([C:22]([F:25])([F:24])[F:23])=[N:11]3)[CH:7]=[CH:6][C:3]=2[C:4]([NH2:5])=[O:45])[CH:34]=[CH:35][C:36]=1[O:37][CH3:38]. The yield is 0.710. (5) The reactants are [C:1](Cl)(=[O:3])[CH3:2].[N+:5]([C:8]1[CH:9]=[CH:10][C:11]2[O:16][CH2:15][CH2:14][NH:13][C:12]=2[CH:17]=1)([O-:7])=[O:6].C([O-])(O)=O.[Na+]. The catalyst is C(Cl)Cl. The product is [C:1]([N:13]1[C:12]2[CH:17]=[C:8]([N+:5]([O-:7])=[O:6])[CH:9]=[CH:10][C:11]=2[O:16][CH2:15][CH2:14]1)(=[O:3])[CH3:2]. The yield is 0.900. (6) The reactants are [CH3:1][N:2]([CH2:4][C:5]1[C:9]([C:10]2[CH:15]=[CH:14][C:13]([N+:16]([O-:18])=[O:17])=[CH:12][CH:11]=2)=[CH:8][N:7]([NH:19][C:20]([NH:22][C:23]2[N:24]=[N:25][C:26]([O:29][CH3:30])=[CH:27][CH:28]=2)=[O:21])[C:6]=1[C:31]([O:33]CC)=O)[CH3:3].C[O-].[Na+]. The catalyst is CO. The product is [CH3:3][N:2]([CH2:4][C:5]1[C:9]([C:10]2[CH:15]=[CH:14][C:13]([N+:16]([O-:18])=[O:17])=[CH:12][CH:11]=2)=[CH:8][N:7]2[C:6]=1[C:31](=[O:33])[N:22]([C:23]1[N:24]=[N:25][C:26]([O:29][CH3:30])=[CH:27][CH:28]=1)[C:20](=[O:21])[NH:19]2)[CH3:1]. The yield is 0.323. (7) The reactants are C([O:3][C:4]([CH:6]1[CH2:11][CH2:10][N:9]([C:12]2[CH:17]=[CH:16][C:15]([N+:18]([O-:20])=[O:19])=[C:14]([NH:21][CH2:22][C:23]3[CH:28]=[CH:27][CH:26]=[CH:25][CH:24]=3)[CH:13]=2)[CH2:8][CH2:7]1)=[O:5])C.[OH-].[Li+]. The catalyst is C1COCC1.O. The product is [CH2:22]([NH:21][C:14]1[CH:13]=[C:12]([N:9]2[CH2:8][CH2:7][CH:6]([C:4]([OH:5])=[O:3])[CH2:11][CH2:10]2)[CH:17]=[CH:16][C:15]=1[N+:18]([O-:20])=[O:19])[C:23]1[CH:24]=[CH:25][CH:26]=[CH:27][CH:28]=1. The yield is 0.900. (8) The catalyst is CO.[Pd]. The yield is 0.990. The product is [CH3:1][N:2]1[CH2:3][CH2:4][N:5]([C:8]2[CH:13]=[CH:12][CH:11]=[C:10]([NH2:14])[C:9]=2[NH2:15])[CH2:6][CH2:7]1. The reactants are [CH3:1][N:2]1[CH2:7][CH2:6][N:5]([C:8]2[C:9]([N+:15]([O-])=O)=[C:10]([NH2:14])[CH:11]=[CH:12][CH:13]=2)[CH2:4][CH2:3]1. (9) The reactants are F[P-](F)(F)(F)(F)F.N1(OC(N(C)C)=[N+](C)C)C2N=CC=CC=2N=N1.[C:25]([O:29][C:30]([NH:32][C:33]1([C:48]([OH:50])=O)[CH2:38][CH2:37][N:36]([C:39]2[C:40]3[CH:47]=[CH:46][NH:45][C:41]=3[N:42]=[CH:43][N:44]=2)[CH2:35][CH2:34]1)=[O:31])([CH3:28])([CH3:27])[CH3:26].C(N(C(C)C)C(C)C)C.[NH2:60][CH:61]([C:67]1[CH:72]=[CH:71][C:70]([Cl:73])=[CH:69][CH:68]=1)[CH2:62][S:63]([NH2:66])(=[O:65])=[O:64]. The catalyst is CN1C(=O)CCC1.O. The product is [Cl:73][C:70]1[CH:69]=[CH:68][C:67]([CH:61]([NH:60][C:48]([C:33]2([NH:32][C:30](=[O:31])[O:29][C:25]([CH3:26])([CH3:27])[CH3:28])[CH2:34][CH2:35][N:36]([C:39]3[C:40]4[CH:47]=[CH:46][NH:45][C:41]=4[N:42]=[CH:43][N:44]=3)[CH2:37][CH2:38]2)=[O:50])[CH2:62][S:63](=[O:64])(=[O:65])[NH2:66])=[CH:72][CH:71]=1. The yield is 0.850.